Task: Predict the product of the given reaction.. Dataset: Forward reaction prediction with 1.9M reactions from USPTO patents (1976-2016) (1) Given the reactants [C:1]([O:5][C:6]([N:8]([CH3:16])[C@@H:9]([CH:13]1[CH2:15][CH2:14]1)[C:10]([OH:12])=O)=[O:7])([CH3:4])([CH3:3])[CH3:2].[NH2:17][C@@H:18]([CH:46]1[CH2:51][CH2:50][CH2:49][CH2:48][CH2:47]1)[C:19]([N:21]1[C@H:26]([C:27]([NH:29][C@H:30]2[C:39]3[C:34](=[CH:35][CH:36]=[CH:37][CH:38]=3)[O:33][CH2:32][CH2:31]2)=[O:28])[CH2:25][N:24]2[CH2:40][C@H:41]([O:43][CH2:44][CH3:45])[CH2:42][C@@H:23]2[CH2:22]1)=[O:20].Cl.C(N=C=NCCCN(C)C)C.ON1C2C=CC=CC=2N=N1.C(N(CC)C(C)C)(C)C.C(=O)([O-])O.[Na+], predict the reaction product. The product is: [C:1]([O:5][C:6](=[O:7])[N:8]([C@@H:9]([CH:13]1[CH2:15][CH2:14]1)[C:10]([NH:17][C@@H:18]([CH:46]1[CH2:51][CH2:50][CH2:49][CH2:48][CH2:47]1)[C:19]([N:21]1[C@H:26]([C:27](=[O:28])[NH:29][C@H:30]2[C:39]3[C:34](=[CH:35][CH:36]=[CH:37][CH:38]=3)[O:33][CH2:32][CH2:31]2)[CH2:25][N:24]2[CH2:40][C@H:41]([O:43][CH2:44][CH3:45])[CH2:42][C@@H:23]2[CH2:22]1)=[O:20])=[O:12])[CH3:16])([CH3:2])([CH3:3])[CH3:4]. (2) Given the reactants [C:1]1([OH:7])[CH:6]=[CH:5][CH:4]=[CH:3][CH:2]=1.[N:8]1[C:15]([NH2:16])=[N:14][C:12]([NH2:13])=[N:11][C:9]=1[NH2:10].C=O, predict the reaction product. The product is: [N:8]1[C:15]([NH2:16])=[N:14][C:12]([NH2:13])=[N:11][C:9]=1[NH2:10].[CH2:1]=[O:7].[C:1]1([OH:7])[CH:6]=[CH:5][CH:4]=[CH:3][CH:2]=1.